Dataset: Full USPTO retrosynthesis dataset with 1.9M reactions from patents (1976-2016). Task: Predict the reactants needed to synthesize the given product. (1) Given the product [O:14]1[C:19]2[CH:20]=[CH:21][CH:22]=[CH:23][C:18]=2[O:17][CH2:16][CH:15]1[CH2:24][NH:25][C:11]([C:9]1[NH:8][C:5]2=[CH:6][N:7]=[C:2]([Cl:1])[CH:3]=[C:4]2[CH:10]=1)=[O:13], predict the reactants needed to synthesize it. The reactants are: [Cl:1][C:2]1[CH:3]=[C:4]2[CH:10]=[C:9]([C:11]([OH:13])=O)[NH:8][C:5]2=[CH:6][N:7]=1.[O:14]1[C:19]2[CH:20]=[CH:21][CH:22]=[CH:23][C:18]=2[O:17][CH2:16][CH:15]1[CH2:24][NH2:25]. (2) Given the product [Br:1][C:2]1[CH:7]=[CH:6][C:5]([CH2:8][Br:9])=[CH:4][C:3]=1[CH2:10][O:11][CH2:22][O:23][CH3:24], predict the reactants needed to synthesize it. The reactants are: [Br:1][C:2]1[CH:7]=[CH:6][C:5]([CH2:8][Br:9])=[CH:4][C:3]=1[CH2:10][OH:11].CCN(C(C)C)C(C)C.Cl[CH2:22][O:23][CH3:24]. (3) Given the product [Br:1][CH2:2][C:3]([NH:6][C:7]1[CH:12]=[CH:11][C:10]([CH3:13])=[CH:9][N:8]=1)=[O:4], predict the reactants needed to synthesize it. The reactants are: [Br:1][CH2:2][C:3](Br)=[O:4].[NH2:6][C:7]1[CH:12]=[CH:11][C:10]([CH3:13])=[CH:9][N:8]=1. (4) Given the product [Cl:16][C:17]1[CH:18]=[C:19]([C:24]([OH:31])([C:25]([F:26])([F:27])[F:28])/[CH:29]=[CH:30]/[C:2]2[CH:14]=[CH:13][C:5]([C:6]([O:8][C:9]([CH3:12])([CH3:11])[CH3:10])=[O:7])=[C:4]([CH3:15])[CH:3]=2)[CH:20]=[C:21]([Cl:23])[CH:22]=1, predict the reactants needed to synthesize it. The reactants are: Br[C:2]1[CH:14]=[CH:13][C:5]([C:6]([O:8][C:9]([CH3:12])([CH3:11])[CH3:10])=[O:7])=[C:4]([CH3:15])[CH:3]=1.[Cl:16][C:17]1[CH:18]=[C:19]([C:24]([OH:31])([CH:29]=[CH2:30])[C:25]([F:28])([F:27])[F:26])[CH:20]=[C:21]([Cl:23])[CH:22]=1. (5) Given the product [Br:1][CH2:20][C:19]([C:15]1[N:10]2[CH:11]=[C:12]([CH3:14])[CH:13]=[C:8]([O:7][CH2:6][C:5]3[C:22]([F:26])=[CH:23][CH:24]=[CH:25][C:4]=3[F:3])[C:9]2=[N:17][C:16]=1[CH3:18])=[O:21], predict the reactants needed to synthesize it. The reactants are: [Br:1]Br.[F:3][C:4]1[CH:25]=[CH:24][CH:23]=[C:22]([F:26])[C:5]=1[CH2:6][O:7][C:8]1[C:9]2[N:10]([C:15]([C:19](=[O:21])[CH3:20])=[C:16]([CH3:18])[N:17]=2)[CH:11]=[C:12]([CH3:14])[CH:13]=1.C(OC(C)C)(C)C. (6) Given the product [C:8]([C:5]1[CH:6]=[CH:7][C:2]([C:17]2[O:18][C:14]([CH:12]=[O:13])=[CH:15][CH:16]=2)=[CH:3][CH:4]=1)([CH3:11])([CH3:10])[CH3:9], predict the reactants needed to synthesize it. The reactants are: Br[C:2]1[CH:7]=[CH:6][C:5]([C:8]([CH3:11])([CH3:10])[CH3:9])=[CH:4][CH:3]=1.[CH:12]([C:14]1[O:18][C:17](B(O)O)=[CH:16][CH:15]=1)=[O:13].C(=O)([O-])[O-].[Na+].[Na+].